Dataset: Full USPTO retrosynthesis dataset with 1.9M reactions from patents (1976-2016). Task: Predict the reactants needed to synthesize the given product. Given the product [CH3:2][O:3][C:4]1[CH:13]=[CH:12][C:11]2[CH:10]([C:14]([O:16][CH2:17][CH3:18])=[O:15])[N:9]([C:19]([O:21][C:22]([CH3:24])([CH3:23])[CH3:25])=[O:20])[CH2:8][CH2:7][C:6]=2[N:5]=1, predict the reactants needed to synthesize it. The reactants are: I[CH3:2].[OH:3][C:4]1[CH:13]=[CH:12][C:11]2[CH:10]([C:14]([O:16][CH2:17][CH3:18])=[O:15])[N:9]([C:19]([O:21][C:22]([CH3:25])([CH3:24])[CH3:23])=[O:20])[CH2:8][CH2:7][C:6]=2[N:5]=1.